This data is from Forward reaction prediction with 1.9M reactions from USPTO patents (1976-2016). The task is: Predict the product of the given reaction. (1) Given the reactants [N:1]1([CH2:6][CH2:7][CH2:8][CH2:9][C:10]2[CH:25]=[CH:24][C:13]([O:14][CH2:15][C:16]3[O:17][CH:18]=[C:19]([C:21]([OH:23])=O)[N:20]=3)=[CH:12][CH:11]=2)[CH:5]=[CH:4][N:3]=[N:2]1.[F:26][C:27]1[CH:32]=[CH:31][C:30]([NH2:33])=[C:29]([CH3:34])[CH:28]=1, predict the reaction product. The product is: [F:26][C:27]1[CH:32]=[CH:31][C:30]([NH:33][C:21]([C:19]2[N:20]=[C:16]([CH2:15][O:14][C:13]3[CH:12]=[CH:11][C:10]([CH2:9][CH2:8][CH2:7][CH2:6][N:1]4[CH:5]=[CH:4][N:3]=[N:2]4)=[CH:25][CH:24]=3)[O:17][CH:18]=2)=[O:23])=[C:29]([CH3:34])[CH:28]=1. (2) The product is: [Br:42][CH2:1][C:2]1[CH:11]=[C:10]([C:12]([O:14][CH2:15][CH3:16])=[O:13])[C:9]2[C:4](=[CH:5][CH:6]=[CH:7][CH:8]=2)[N:3]=1. Given the reactants [CH3:1][C:2]1[CH:11]=[C:10]([C:12]([O:14][CH2:15][CH3:16])=[O:13])[C:9]2[C:4](=[CH:5][CH:6]=[CH:7][CH:8]=2)[N:3]=1.C(OOC(=O)C1C=CC=CC=1)(=O)C1C=CC=CC=1.C1C(=O)N([Br:42])C(=O)C1, predict the reaction product. (3) The product is: [NH2:19][C:5]1[CH:4]=[CH:3][C:2]([Cl:1])=[C:11]2[C:6]=1[CH2:7][CH2:8][N:9]([C:12]([O:14][C:15]([CH3:18])([CH3:17])[CH3:16])=[O:13])[CH2:10]2. Given the reactants [Cl:1][C:2]1[CH:3]=[CH:4][C:5]([N+:19]([O-])=O)=[C:6]2[C:11]=1[CH2:10][N:9]([C:12]([O:14][C:15]([CH3:18])([CH3:17])[CH3:16])=[O:13])[CH2:8][CH2:7]2.O.O.Cl[Sn]Cl.O.C([O-])(O)=O.[Na+], predict the reaction product. (4) The product is: [ClH:50].[OH:29][C@@H:3]1[C@@H:2]([NH:1][CH2:41][C:40]2[CH:43]=[CH:44][CH:45]=[C:38]([CH:35]([CH3:37])[CH3:36])[CH:39]=2)[CH2:7][S:6](=[O:9])(=[O:8])[CH2:5][C@H:4]1[CH2:10][C:11]1[CH:12]=[CH:13][C:14]([O:27][CH3:28])=[C:15]([CH:26]=1)[CH2:16][C@H:17]1[CH2:21][O:20][C:19](=[O:22])[N:18]1[CH2:23][CH2:24][CH3:25]. Given the reactants [NH2:1][C@H:2]1[CH2:7][S:6](=[O:9])(=[O:8])[CH2:5][C@@H:4]([CH2:10][C:11]2[CH:12]=[CH:13][C:14]([O:27][CH3:28])=[C:15]([CH:26]=2)[CH2:16][C@H:17]2[CH2:21][O:20][C:19](=[O:22])[N:18]2[CH2:23][CH2:24][CH3:25])[C@@H:3]1[OH:29].C([O-])(=O)C.[Na+].[CH:35]([C:38]1[CH:39]=[C:40]([CH:43]=[CH:44][CH:45]=1)[CH:41]=O)([CH3:37])[CH3:36].[BH3-]C#N.[Na+].[ClH:50].C([O-])([O-])=O.[K+].[K+], predict the reaction product. (5) Given the reactants C1(S([CH:9]([C:20]2[O:21][C:22]([Br:25])=[CH:23][CH:24]=2)[CH2:10][NH:11][C:12]([C:14]2[CH:19]=[CH:18][CH:17]=[CH:16][N:15]=2)=[O:13])=O)C=CC=CC=1.C([O-])([O-])=O.[Na+].[Na+], predict the reaction product. The product is: [Br:25][C:22]1[O:21][C:20](/[CH:9]=[CH:10]/[NH:11][C:12]([C:14]2[CH:19]=[CH:18][CH:17]=[CH:16][N:15]=2)=[O:13])=[CH:24][CH:23]=1. (6) Given the reactants [F:1][C:2]1[C:7]([F:8])=[CH:6][CH:5]=[CH:4][C:3]=1[CH2:9][S:10][C:11]1[N:16]=[C:15]([NH:17][S:18]([N:21]2[CH2:24][CH2:23][CH2:22]2)(=[O:20])=[O:19])[CH:14]=[C:13]([O:25][C:26]([C@@H:29]2[CH2:33][O:32]C(C)(C)[O:30]2)([CH3:28])[CH3:27])[N:12]=1, predict the reaction product. The product is: [F:1][C:2]1[C:7]([F:8])=[CH:6][CH:5]=[CH:4][C:3]=1[CH2:9][S:10][C:11]1[N:16]=[C:15]([NH:17][S:18]([N:21]2[CH2:24][CH2:23][CH2:22]2)(=[O:20])=[O:19])[CH:14]=[C:13]([O:25][C:26]([CH3:28])([CH3:27])[C@@H:29]([OH:30])[CH2:33][OH:32])[N:12]=1. (7) Given the reactants [OH:1][C:2]1[C:9]([N+:10]([O-:12])=[O:11])=[CH:8][C:5]([C:6]#[N:7])=[CH:4][C:3]=1I.[F:14][C:15]1[CH:20]=[CH:19][CH:18]=[CH:17][C:16]=1B(O)O.C(=O)([O-])[O-].[K+].[K+], predict the reaction product. The product is: [F:14][C:15]1[CH:20]=[CH:19][CH:18]=[CH:17][C:16]=1[C:3]1[C:2]([OH:1])=[C:9]([N+:10]([O-:12])=[O:11])[CH:8]=[C:5]([C:6]#[N:7])[CH:4]=1.